Dataset: KCNQ2 potassium channel screen with 302,405 compounds. Task: Binary Classification. Given a drug SMILES string, predict its activity (active/inactive) in a high-throughput screening assay against a specified biological target. (1) The drug is O1C(n2c3ncnc(NCC=C)c3nc2)C(O)C(O)C1CO. The result is 0 (inactive). (2) The molecule is Clc1cc(N2CC(CC2=O)C(=O)N2CCN(CC2)C)ccc1F. The result is 0 (inactive). (3) The compound is S(=O)(=O)(N1C(CN(S(=O)(=O)c2ccccc2)CC1)C(=O)NC1CCCCC1)c1ccccc1. The result is 0 (inactive). (4) The drug is O(c1c([N+]([O-])=O)cc(C(=O)c2ccc(cc2)C)cc1)c1ccc(cc1)C(=O)CC. The result is 0 (inactive). (5) The drug is O1CCN(CCCN(Cc2n(nnn2)C2CCCCC2)Cc2cc3c([nH]c2=O)cc(OC)cc3)CC1. The result is 0 (inactive). (6) The molecule is Clc1cc(CN2CCN(CC2)c2nc3nonc3nc2NC2CC2)ccc1. The result is 0 (inactive). (7) The result is 0 (inactive). The drug is s1c(c2nn(Cc3ccc(cc3)C)cc2)cnc1c1ccccc1. (8) The molecule is S(CC(=O)NCc1ccccc1)c1n(N)c(=O)cnn1. The result is 0 (inactive). (9) The compound is Clc1c(OCC)cc(S(=O)(=O)N2CCN(CC2)CC)cc1. The result is 0 (inactive).